The task is: Predict the reaction yield, written as a fraction of the theoretical maximum amount of product (1.0 means a 100% yield; for example, 0.34 means a 34% yield).. This data is from Reaction yield outcomes from USPTO patents with 853,638 reactions. (1) The reactants are [N:1]1[CH:6]=[CH:5][C:4]([C:7]([OH:9])=O)=[CH:3][CH:2]=1.C(N1C=CN=C1)(N1C=CN=C1)=O.C(=O)=O.Cl.[CH3:26][NH:27][O:28][CH3:29]. The catalyst is C(Cl)Cl. The product is [CH3:26][N:27]([O:28][CH3:29])[C:7](=[O:9])[C:4]1[CH:5]=[CH:6][N:1]=[CH:2][CH:3]=1. The yield is 0.620. (2) The reactants are [CH3:1][C:2]1[CH:6]=[CH:5][S:4][C:3]=1[C:7]1[C:8](=[O:14])[NH:9][C:10](=[O:13])[NH:11][CH:12]=1.[H-].[Na+].Br[CH2:18][CH2:19][CH2:20][O:21][Si:22]([C:25]([CH3:28])([CH3:27])[CH3:26])([CH3:24])[CH3:23]. The catalyst is CN(C=O)C. The product is [C:25]([Si:22]([CH3:24])([CH3:23])[O:21][CH2:20][CH2:19][CH2:18][N:11]1[CH:12]=[C:7]([C:3]2[S:4][CH:5]=[CH:6][C:2]=2[CH3:1])[C:8](=[O:14])[NH:9][C:10]1=[O:13])([CH3:28])([CH3:27])[CH3:26]. The yield is 0.370.